Predict the reactants needed to synthesize the given product. From a dataset of Retrosynthesis with 50K atom-mapped reactions and 10 reaction types from USPTO. (1) Given the product CCC(C)OC(=O)CCc1oc2ccccc2c1C(=O)c1cc(I)c(OCCN(CC)CC)c(I)c1, predict the reactants needed to synthesize it. The reactants are: CCC(C)OC(=O)CCc1oc2ccccc2c1C(=O)c1cc(I)c(O)c(I)c1.CCN(CC)CCCl. (2) The reactants are: CCCCCCCCC1Cc2c(F)cc(Br)cc2C1=O. Given the product CCCCCCCCC1Cc2cc(Br)cc(F)c2C1, predict the reactants needed to synthesize it. (3) The reactants are: CC(C)(C)[Si](C)(C)OCCBr.COC(=O)N=C(SC)C(=Nc1ccc(-c2noc(C)n2)cc1)c1cc(OC)c(O)cc1F. Given the product COC(=O)N=C(SC)C(=Nc1ccc(-c2noc(C)n2)cc1)c1cc(OC)c(OCCO[Si](C)(C)C(C)(C)C)cc1F, predict the reactants needed to synthesize it. (4) The reactants are: Cc1ccc(-c2ncccn2)c(C(=O)N2CCC[C@@H](C)[C@H]2CN)c1.N#Cc1ccc(Cl)nc1. Given the product Cc1ccc(-c2ncccn2)c(C(=O)N2CCC[C@@H](C)[C@H]2CNc2ccc(C#N)cn2)c1, predict the reactants needed to synthesize it. (5) Given the product Nc1ccc2c(c1)c(-c1cc3cnccc3o1)nn2C(c1ccccc1)(c1ccccc1)c1ccccc1, predict the reactants needed to synthesize it. The reactants are: O=[N+]([O-])c1ccc2c(c1)c(-c1cc3cnccc3o1)nn2C(c1ccccc1)(c1ccccc1)c1ccccc1. (6) The reactants are: CC(C)(C)CC1NC(C(=O)O)C(c2cccc(Cl)c2F)C12C(=O)Nc1cc(Cl)ccc12.Nc1cc[nH]c(=O)c1. Given the product CC(C)(C)CC1NC(C(=O)Nc2cc[nH]c(=O)c2)C(c2cccc(Cl)c2F)C12C(=O)Nc1cc(Cl)ccc12, predict the reactants needed to synthesize it. (7) Given the product O=C(Nc1cc(-c2ccc(F)cc2)sc1C(=O)O)Nc1c(Cl)cccc1Cl, predict the reactants needed to synthesize it. The reactants are: Nc1cc(-c2ccc(F)cc2)sc1C(=O)O.O=C=Nc1c(Cl)cccc1Cl.